Dataset: Peptide-MHC class II binding affinity with 134,281 pairs from IEDB. Task: Regression. Given a peptide amino acid sequence and an MHC pseudo amino acid sequence, predict their binding affinity value. This is MHC class II binding data. (1) The peptide sequence is SQDLEPSWNLNGLQAY. The MHC is HLA-DQA10101-DQB10501 with pseudo-sequence HLA-DQA10101-DQB10501. The binding affinity (normalized) is 0.258. (2) The peptide sequence is EKKYVAATQFEPLAA. The MHC is HLA-DQA10501-DQB10301 with pseudo-sequence YNYHQRXFATVLHSLYFAYTYYDVRTETVHLETT. The binding affinity (normalized) is 0.208.